From a dataset of Reaction yield outcomes from USPTO patents with 853,638 reactions. Predict the reaction yield, written as a fraction of the theoretical maximum amount of product (1.0 means a 100% yield; for example, 0.34 means a 34% yield). (1) The product is [Br:1][C:2]1[CH:3]=[CH:4][C:5]2[S:11][C:12]([C:14]3[CH:19]=[CH:18][CH:17]=[CH:16][N:15]=3)=[N:13][C:7](=[O:9])[C:6]=2[CH:10]=1. The yield is 0.450. The reactants are [Br:1][C:2]1[CH:3]=[CH:4][C:5]([SH:11])=[C:6]([CH:10]=1)[C:7]([OH:9])=O.[C:12]([C:14]1[CH:19]=[CH:18][CH:17]=[CH:16][N:15]=1)#[N:13]. The catalyst is N1C=CC=CC=1. (2) The reactants are I[C:2]1[CH:7]=[CH:6][C:5]([O:8][C:9]([F:12])([F:11])[F:10])=[CH:4][CH:3]=1.[CH3:13][C:14]([CH3:20])([CH2:17][C:18]#[CH:19])[CH2:15][OH:16]. The catalyst is N1CCCCC1.C1C=CC([P]([Pd]([P](C2C=CC=CC=2)(C2C=CC=CC=2)C2C=CC=CC=2)([P](C2C=CC=CC=2)(C2C=CC=CC=2)C2C=CC=CC=2)[P](C2C=CC=CC=2)(C2C=CC=CC=2)C2C=CC=CC=2)(C2C=CC=CC=2)C2C=CC=CC=2)=CC=1. The product is [CH3:13][C:14]([CH3:20])([CH2:17][C:18]#[C:19][C:2]1[CH:7]=[CH:6][C:5]([O:8][C:9]([F:12])([F:11])[F:10])=[CH:4][CH:3]=1)[CH2:15][OH:16]. The yield is 0.700. (3) The reactants are [NH2:1][C:2]1[CH:10]=[CH:9][C:8]([I:11])=[CH:7][C:3]=1[C:4](O)=[O:5].C(O)(=O)C.[CH:16](N)=[NH:17]. The catalyst is C(O)(=O)C. The product is [I:11][C:8]1[CH:7]=[C:3]2[C:2](=[CH:10][CH:9]=1)[N:1]=[CH:16][NH:17][C:4]2=[O:5]. The yield is 0.998. (4) The catalyst is C(O)(=O)C.O.C(OCC)C. The yield is 0.0800. The reactants are [N+:1]([C:4]1[CH:9]=[CH:8][C:7]([C:10](=O)[CH2:11][CH2:12][C:13]([C:15]2[CH:20]=[CH:19][C:18]([N+:21]([O-:23])=[O:22])=[CH:17][CH:16]=2)=O)=[CH:6][CH:5]=1)([O-:3])=[O:2].[F:25][C:26]([F:35])([F:34])[C:27]1[CH:33]=[CH:32][C:30]([NH2:31])=[CH:29][CH:28]=1. The product is [N+:1]([C:4]1[CH:9]=[CH:8][C:7]([C:10]2[N:31]([C:30]3[CH:32]=[CH:33][C:27]([C:26]([F:25])([F:34])[F:35])=[CH:28][CH:29]=3)[C:13]([C:15]3[CH:20]=[CH:19][C:18]([N+:21]([O-:23])=[O:22])=[CH:17][CH:16]=3)=[CH:12][CH:11]=2)=[CH:6][CH:5]=1)([O-:3])=[O:2]. (5) The reactants are [NH4+].[N:2]#[C:3][S-:4].[CH3:5][O:6][C:7]1[CH:8]=[C:9]([CH:11]=[C:12]([O:14][CH3:15])[CH:13]=1)[NH2:10]. The catalyst is Cl.O. The product is [CH3:15][O:14][C:12]1[CH:11]=[C:9]([NH:10][C:3]([NH2:2])=[S:4])[CH:8]=[C:7]([O:6][CH3:5])[CH:13]=1. The yield is 0.420. (6) The reactants are [F:1][C:2]1([F:28])[C:11]2[C:6](=[CH:7][CH:8]=[CH:9][C:10]=2B2OC(C)(C)C(C)(C)O2)[CH2:5][N:4]([C:21]([O:23][C:24]([CH3:27])([CH3:26])[CH3:25])=[O:22])[CH2:3]1.Br[C:30]1[C:38]([F:39])=[CH:37][C:36]([C:40]([NH2:42])=[O:41])=[C:35]2[C:31]=1[C:32]([CH3:44])=[C:33]([CH3:43])[NH:34]2.[O-]P([O-])([O-])=O.[K+].[K+].[K+].CCOC(C)=O. The catalyst is C1COCC1.O.[Pd](Cl)Cl.C(P(C(C)(C)C)[C-]1C=CC=C1)(C)(C)C.[C-]1(P(C(C)(C)C)C(C)(C)C)C=CC=C1.[Fe+2]. The product is [C:40]([C:36]1[CH:37]=[C:38]([F:39])[C:30]([C:10]2[CH:9]=[CH:8][CH:7]=[C:6]3[C:11]=2[C:2]([F:28])([F:1])[CH2:3][N:4]([C:21]([O:23][C:24]([CH3:25])([CH3:27])[CH3:26])=[O:22])[CH2:5]3)=[C:31]2[C:35]=1[NH:34][C:33]([CH3:43])=[C:32]2[CH3:44])(=[O:41])[NH2:42]. The yield is 0.587.